This data is from Forward reaction prediction with 1.9M reactions from USPTO patents (1976-2016). The task is: Predict the product of the given reaction. (1) Given the reactants CN1CCC[C@H]1C(O)=O.C[O:11][C:12](=[O:35])[C@@H:13]1[CH2:17][CH2:16][CH2:15][N:14]1[C:18]([C:20]1[CH:21]=[CH:22][C:23]2[C:24]3[C:29]([C:30](=[O:34])[NH:31][C:32]=2[CH:33]=1)=[CH:28][CH:27]=[CH:26][CH:25]=3)=[O:19].[OH-].[Na+].Cl, predict the reaction product. The product is: [O:34]=[C:30]1[C:29]2[C:24](=[CH:25][CH:26]=[CH:27][CH:28]=2)[C:23]2[CH:22]=[CH:21][C:20]([C:18]([N:14]3[CH2:15][CH2:16][CH2:17][C@H:13]3[C:12]([OH:35])=[O:11])=[O:19])=[CH:33][C:32]=2[NH:31]1. (2) Given the reactants Br[C:2]1[N:7]=[C:6]([C:8]([C:10]2[S:14][C:13]([NH:15][C:16]([C:18]3[CH:23]=[CH:22][N:21]=[CH:20][CH:19]=3)=[O:17])=[N:12][C:11]=2[C:24]2[O:25][CH:26]=[CH:27][CH:28]=2)=[O:9])[CH:5]=[CH:4][CH:3]=1.[NH:29]1[CH2:34][CH2:33][O:32][CH2:31][CH2:30]1, predict the reaction product. The product is: [O:25]1[CH:26]=[CH:27][CH:28]=[C:24]1[C:11]1[N:12]=[C:13]([NH:15][C:16]([C:18]2[CH:23]=[CH:22][N:21]=[CH:20][CH:19]=2)=[O:17])[S:14][C:10]=1[C:8]([C:6]1[CH:5]=[CH:4][CH:3]=[C:2]([N:29]2[CH2:34][CH2:33][O:32][CH2:31][CH2:30]2)[N:7]=1)=[O:9].